From a dataset of Reaction yield outcomes from USPTO patents with 853,638 reactions. Predict the reaction yield, written as a fraction of the theoretical maximum amount of product (1.0 means a 100% yield; for example, 0.34 means a 34% yield). (1) The reactants are FC(F)(F)C(O)=O.[NH2:8][CH2:9][C:10]1[CH:34]=[C:33]([F:35])[CH:32]=[CH:31][C:11]=1[CH2:12][O:13][C:14]1[CH:19]=[C:18]([CH3:20])[N:17]([C:21]2[C:26]([F:27])=[CH:25][CH:24]=[CH:23][C:22]=2[F:28])[C:16](=[O:29])[C:15]=1[Br:30].C(N(CC)CC)C.[CH3:43][O:44][C:45](Cl)=[O:46]. The catalyst is CC(N(C)C)=O. The product is [Br:30][C:15]1[C:16](=[O:29])[N:17]([C:21]2[C:22]([F:28])=[CH:23][CH:24]=[CH:25][C:26]=2[F:27])[C:18]([CH3:20])=[CH:19][C:14]=1[O:13][CH2:12][C:11]1[CH:31]=[CH:32][C:33]([F:35])=[CH:34][C:10]=1[CH2:9][NH:8][C:45](=[O:46])[O:44][CH3:43]. The yield is 0.750. (2) The reactants are CC1(C)[O:6][C@H:5]([CH2:7][N:8]2[CH:12]=[CH:11][C:10]([NH:13][C:14](=[O:37])[C@@H:15]([N:20]3[CH2:24][C:23]([O:25][C:26]4[C:31]([F:32])=[CH:30][CH:29]=[C:28]([O:33][CH3:34])[C:27]=4[F:35])=[CH:22][C:21]3=[O:36])[CH2:16][CH:17]([CH3:19])[CH3:18])=[N:9]2)[CH2:4][O:3]1.Cl. The catalyst is O1CCCC1.C(OCC)(=O)C. The product is [OH:6][C@@H:5]([CH2:4][OH:3])[CH2:7][N:8]1[CH:12]=[CH:11][C:10]([NH:13][C:14](=[O:37])[C@@H:15]([N:20]2[CH2:24][C:23]([O:25][C:26]3[C:31]([F:32])=[CH:30][CH:29]=[C:28]([O:33][CH3:34])[C:27]=3[F:35])=[CH:22][C:21]2=[O:36])[CH2:16][CH:17]([CH3:19])[CH3:18])=[N:9]1. The yield is 0.900. (3) The reactants are [CH2:1]([CH:3]([CH2:20][CH3:21])[CH:4]([NH2:19])[C:5]1[N:9]([CH2:10][C:11]2[CH:16]=[CH:15][C:14]([O:17][CH3:18])=[CH:13][CH:12]=2)[N:8]=[CH:7][CH:6]=1)[CH3:2].[Cl:22][C:23]1[CH:28]=[CH:27][C:26]([S:29](Cl)(=[O:31])=[O:30])=[CH:25][CH:24]=1.S(Cl)(Cl)(=O)=O. No catalyst specified. The product is [Cl:22][C:23]1[CH:28]=[CH:27][C:26]([S:29]([NH:19][CH:4]([C:5]2[N:9]([CH2:10][C:11]3[CH:12]=[CH:13][C:14]([O:17][CH3:18])=[CH:15][CH:16]=3)[N:8]=[CH:7][CH:6]=2)[CH:3]([CH2:1][CH3:2])[CH2:20][CH3:21])(=[O:31])=[O:30])=[CH:25][CH:24]=1. The yield is 0.520. (4) The reactants are Br[C:2]1[CH:3]=[C:4]2[C:9](=[CH:10][CH:11]=1)[C:8](=[O:12])[NH:7][N:6]=[C:5]2[Cl:13].[C:14]([O:18][C:19]([N:21]1[CH2:27][CH2:26][CH2:25][N:24]([C:28]2[CH:33]=[CH:32][CH:31]=[CH:30][C:29]=2[CH2:34][NH2:35])[CH2:23][CH2:22]1)=[O:20])([CH3:17])([CH3:16])[CH3:15].C1C=CC(P(C2C(C3C(P(C4C=CC=CC=4)C4C=CC=CC=4)=CC=C4C=3C=CC=C4)=C3C(C=CC=C3)=CC=2)C2C=CC=CC=2)=CC=1.CC([O-])(C)C.[Na+]. The catalyst is CC(N(C)C)=O.C1C=CC(/C=C/C(/C=C/C2C=CC=CC=2)=O)=CC=1.C1C=CC(/C=C/C(/C=C/C2C=CC=CC=2)=O)=CC=1.C1C=CC(/C=C/C(/C=C/C2C=CC=CC=2)=O)=CC=1.[Pd].[Pd]. The product is [C:14]([O:18][C:19]([N:21]1[CH2:27][CH2:26][CH2:25][N:24]([C:28]2[CH:33]=[CH:32][CH:31]=[CH:30][C:29]=2[CH2:34][NH:35][C:2]2[CH:3]=[C:4]3[C:9](=[CH:10][CH:11]=2)[C:8](=[O:12])[NH:7][N:6]=[C:5]3[Cl:13])[CH2:23][CH2:22]1)=[O:20])([CH3:17])([CH3:15])[CH3:16]. The yield is 0.110. (5) The reactants are C([N:8]1[CH2:20][CH2:19][C:11]2([O:16][C@H:15]([CH3:17])[CH2:14][C@@H:13]([CH3:18])[O:12]2)[C@H:10]([CH3:21])[CH2:9]1)C1C=CC=CC=1.[H][H]. The catalyst is CO.[OH-].[Pd+2].[OH-]. The product is [CH3:17][C@@H:15]1[CH2:14][C@@H:13]([CH3:18])[O:12][C:11]2([CH2:19][CH2:20][NH:8][CH2:9][C@H:10]2[CH3:21])[O:16]1. The yield is 0.940. (6) The reactants are [NH2:1][CH2:2][C:3]([NH:5][C:6]1[S:7][CH:8]=[CH:9][C:10]=1[C:11]([C:13]1[CH:22]=[CH:21][C:16]([C:17]([O:19][CH3:20])=[O:18])=[CH:15][CH:14]=1)=O)=[O:4].C(O)(=O)C. The catalyst is CO. The product is [O:4]=[C:3]1[NH:5][C:6]2[S:7][CH:8]=[CH:9][C:10]=2[C:11]([C:13]2[CH:22]=[CH:21][C:16]([C:17]([O:19][CH3:20])=[O:18])=[CH:15][CH:14]=2)=[N:1][CH2:2]1. The yield is 1.00. (7) The yield is 0.930. The reactants are C(OC([N:8]1[CH2:14][CH2:13][C:12]2[CH:15]=[C:16]([O:19][CH2:20][C:21]3[CH:26]=[CH:25][CH:24]=[CH:23][CH:22]=3)[CH:17]=[CH:18][C:11]=2[CH2:10][CH2:9]1)=O)(C)(C)C.FC(F)(F)C(O)=O. The product is [CH2:20]([O:19][C:16]1[CH:17]=[CH:18][C:11]2[CH2:10][CH2:9][NH:8][CH2:14][CH2:13][C:12]=2[CH:15]=1)[C:21]1[CH:22]=[CH:23][CH:24]=[CH:25][CH:26]=1. The catalyst is ClCCl. (8) The reactants are [C:1]([O:5][C:6](=[O:34])[N:7]([CH2:9][C:10]1[CH:14]=[C:13]([C:15]2[CH:20]=[CH:19][CH:18]=[C:17]([CH:21]=[N:22]O)[C:16]=2[F:24])[N:12]([S:25]([C:28]2[CH:29]=[N:30][CH:31]=[CH:32][CH:33]=2)(=[O:27])=[O:26])[CH:11]=1)[CH3:8])([CH3:4])([CH3:3])[CH3:2].C(N(CC)CC)C.CS(Cl)(=O)=O.O. The catalyst is O1CCCC1. The product is [C:1]([O:5][C:6](=[O:34])[N:7]([CH2:9][C:10]1[CH:14]=[C:13]([C:15]2[CH:20]=[CH:19][CH:18]=[C:17]([C:21]#[N:22])[C:16]=2[F:24])[N:12]([S:25]([C:28]2[CH:29]=[N:30][CH:31]=[CH:32][CH:33]=2)(=[O:26])=[O:27])[CH:11]=1)[CH3:8])([CH3:4])([CH3:2])[CH3:3]. The yield is 0.730. (9) The reactants are [NH2:1][C:2]1[C:7]([C:8]2[CH:9]=[C:10]([NH:14][S:15]([C:18]3[CH:23]=[CH:22][C:21]([O:24]C)=[CH:20][CH:19]=3)(=[O:17])=[O:16])[CH:11]=[CH:12][CH:13]=2)=[C:6]([NH:26][C@H:27]([C:29]2[N:34]([C:35]3[CH:40]=[CH:39][CH:38]=[CH:37][CH:36]=3)[C:33](=[O:41])[C:32]3=[C:42]([CH3:45])[CH:43]=[CH:44][N:31]3[N:30]=2)[CH3:28])[N:5]=[CH:4][N:3]=1.B(Br)(Br)Br. The catalyst is ClCCl. The product is [NH2:1][C:2]1[C:7]([C:8]2[CH:9]=[C:10]([NH:14][S:15]([C:18]3[CH:19]=[CH:20][C:21]([OH:24])=[CH:22][CH:23]=3)(=[O:17])=[O:16])[CH:11]=[CH:12][CH:13]=2)=[C:6]([NH:26][C@H:27]([C:29]2[N:34]([C:35]3[CH:40]=[CH:39][CH:38]=[CH:37][CH:36]=3)[C:33](=[O:41])[C:32]3=[C:42]([CH3:45])[CH:43]=[CH:44][N:31]3[N:30]=2)[CH3:28])[N:5]=[CH:4][N:3]=1. The yield is 0.280.